Dataset: Full USPTO retrosynthesis dataset with 1.9M reactions from patents (1976-2016). Task: Predict the reactants needed to synthesize the given product. (1) The reactants are: [OH:1][C:2]1[CH:7]=[CH:6][C:5]([CH:8]=[CH:9][C:10]2[CH:18]=[CH:17][CH:16]=[C:15]3[C:11]=2[C:12](=[N:20][NH:21][C:22]2[CH:27]=[CH:26][C:25]([S:28]([NH2:31])(=[O:30])=[O:29])=[CH:24][CH:23]=2)[C:13](=[O:19])[NH:14]3)=[CH:4][CH:3]=1. Given the product [OH:1][C:2]1[CH:3]=[CH:4][C:5]([CH2:8][CH2:9][C:10]2[CH:18]=[CH:17][CH:16]=[C:15]3[C:11]=2[C:12](=[N:20][NH:21][C:22]2[CH:27]=[CH:26][C:25]([S:28]([NH2:31])(=[O:30])=[O:29])=[CH:24][CH:23]=2)[C:13](=[O:19])[NH:14]3)=[CH:6][CH:7]=1, predict the reactants needed to synthesize it. (2) Given the product [NH2:1][C:2]1[C:3]([Cl:13])=[C:4]2[C:9](=[CH:10][CH:11]=1)[CH:8]=[C:7]([Br:12])[CH:6]=[CH:5]2, predict the reactants needed to synthesize it. The reactants are: [NH2:1][C:2]1[CH:3]=[C:4]2[C:9](=[CH:10][CH:11]=1)[CH:8]=[C:7]([Br:12])[CH:6]=[CH:5]2.[Cl:13]NC(=O)CCC(N)=O. (3) Given the product [NH2:15][C:10]1[O:11][CH2:12][C@H:13]([F:14])[C@:8]([C:6]2[CH:7]=[C:2]([NH:1][C:24]([C:23]3[N:19]([CH3:18])[N:20]=[C:21]([C:27]([F:30])([F:28])[F:29])[CH:22]=3)=[O:25])[CH:3]=[CH:4][C:5]=2[F:17])([CH3:16])[N:9]=1, predict the reactants needed to synthesize it. The reactants are: [NH2:1][C:2]1[CH:3]=[CH:4][C:5]([F:17])=[C:6]([C@:8]2([CH3:16])[C@@H:13]([F:14])[CH2:12][O:11][C:10]([NH2:15])=[N:9]2)[CH:7]=1.[CH3:18][N:19]1[C:23]([C:24](O)=[O:25])=[CH:22][C:21]([C:27]([F:30])([F:29])[F:28])=[N:20]1. (4) The reactants are: [NH2:1][C:2]1[CH:7]=[CH:6][CH:5]=[CH:4][C:3]=1[CH:8]1[CH2:13][CH2:12][N:11]([CH:14]2[CH2:18][CH2:17][N:16]([C:19](=[O:32])[CH2:20][NH:21][C:22](=[O:31])[C:23]3[CH:28]=[CH:27][C:26]([Cl:29])=[C:25]([Cl:30])[CH:24]=3)[CH2:15]2)[CH2:10][CH2:9]1.C(N(CC)CC)C.[CH3:40][S:41](Cl)(=[O:43])=[O:42]. Given the product [Cl:30][C:25]1[CH:24]=[C:23]([CH:28]=[CH:27][C:26]=1[Cl:29])[C:22]([NH:21][CH2:20][C:19]([N:16]1[CH2:17][CH2:18][CH:14]([N:11]2[CH2:10][CH2:9][CH:8]([C:3]3[CH:4]=[CH:5][CH:6]=[CH:7][C:2]=3[NH:1][S:41]([CH3:40])(=[O:43])=[O:42])[CH2:13][CH2:12]2)[CH2:15]1)=[O:32])=[O:31], predict the reactants needed to synthesize it.